Predict the product of the given reaction. From a dataset of Forward reaction prediction with 1.9M reactions from USPTO patents (1976-2016). (1) Given the reactants [NH2:1][C:2](=[N:18][O:19][C:20](=O)[CH2:21][C:22]([CH3:28])([CH3:27])[C:23]([O:25][CH3:26])=[O:24])[C:3]1[S:4][CH:5]=[C:6]([CH2:8][O:9]COCC[Si](C)(C)C)[N:7]=1.Br[C:31]1[CH:36]=[CH:35][C:34]([S:37]([NH:40][C@@H:41]([CH2:46][CH3:47])[C:42]([F:45])([F:44])[F:43])(=[O:39])=[O:38])=[C:33]([Cl:48])[C:32]=1[Cl:49].C([O-])([O-])=O.[Na+].[Na+].P(C1CCCCC1)(C1CCCCC1)C1CCCCC1.[H+].[B-](F)(F)(F)F.C(O)(C(C)(C)C)=O, predict the reaction product. The product is: [Cl:49][C:32]1[C:33]([Cl:48])=[C:34]([S:37](=[O:38])(=[O:39])[NH:40][C@@H:41]([CH2:46][CH3:47])[C:42]([F:43])([F:44])[F:45])[CH:35]=[CH:36][C:31]=1[C:5]1[S:4][C:3]([C:2]2[N:1]=[C:20]([CH2:21][C:22]([CH3:27])([CH3:28])[C:23]([O:25][CH3:26])=[O:24])[O:19][N:18]=2)=[N:7][C:6]=1[CH2:8][OH:9]. (2) Given the reactants Br[CH2:2][CH2:3][C:4]1[CH:9]=[CH:8][CH:7]=[CH:6][CH:5]=1.[CH2:10]([CH2:12][NH2:13])[OH:11], predict the reaction product. The product is: [CH2:2]([NH:13][CH2:12][CH2:10][OH:11])[CH2:3][C:4]1[CH:9]=[CH:8][CH:7]=[CH:6][CH:5]=1. (3) Given the reactants C(O[C:6]([N:8](C)[C@H:9]([C:11]([NH:13][C@@H:14]([CH:30]1[CH2:35][CH2:34][CH2:33][CH2:32][CH2:31]1)[C:15]([N:17]1[C@H:22]([C:23](OC)=[O:24])[CH2:21][N:20]2[CH2:27][CH2:28][CH2:29][C@@H:19]2[CH2:18]1)=[O:16])=[O:12])[CH3:10])=O)(C)(C)C.O.[OH-].[Li+].[C:40]1([C@H:50]([NH2:52])[CH3:51])[C:49]2[C:44](=[CH:45][CH:46]=[CH:47][CH:48]=2)[CH:43]=[CH:42][CH:41]=1.[Cl-:53].COC1N=C(OC)N=C([N+]2(C)CCOCC2)N=1.C(OCC)(=O)C.Cl, predict the reaction product. The product is: [ClH:53].[ClH:53].[CH:30]1([C@H:14]([NH:13][C:11](=[O:12])[C@H:9]([CH3:10])[NH:8][CH3:6])[C:15]([N:17]2[C@H:22]([C:23]([NH:52][C@@H:50]([C:40]3[C:49]4[C:44](=[CH:45][CH:46]=[CH:47][CH:48]=4)[CH:43]=[CH:42][CH:41]=3)[CH3:51])=[O:24])[CH2:21][N:20]3[CH2:27][CH2:28][CH2:29][C@@H:19]3[CH2:18]2)=[O:16])[CH2:35][CH2:34][CH2:33][CH2:32][CH2:31]1.